Task: Regression. Given two drug SMILES strings and cell line genomic features, predict the synergy score measuring deviation from expected non-interaction effect.. Dataset: NCI-60 drug combinations with 297,098 pairs across 59 cell lines (1) Drug 1: C1=CC(=CC=C1CCCC(=O)O)N(CCCl)CCCl. Drug 2: CN(CC1=CN=C2C(=N1)C(=NC(=N2)N)N)C3=CC=C(C=C3)C(=O)NC(CCC(=O)O)C(=O)O. Cell line: SNB-19. Synergy scores: CSS=39.1, Synergy_ZIP=-2.65, Synergy_Bliss=-5.28, Synergy_Loewe=-20.5, Synergy_HSA=-4.05. (2) Drug 1: C1=CN(C(=O)N=C1N)C2C(C(C(O2)CO)O)O.Cl. Drug 2: CC1CCCC2(C(O2)CC(NC(=O)CC(C(C(=O)C(C1O)C)(C)C)O)C(=CC3=CSC(=N3)C)C)C. Cell line: SK-MEL-5. Synergy scores: CSS=45.2, Synergy_ZIP=-4.99, Synergy_Bliss=-6.57, Synergy_Loewe=-10.1, Synergy_HSA=-5.04. (3) Synergy scores: CSS=12.1, Synergy_ZIP=1.55, Synergy_Bliss=9.32, Synergy_Loewe=6.47, Synergy_HSA=6.30. Drug 2: C1CCC(C1)C(CC#N)N2C=C(C=N2)C3=C4C=CNC4=NC=N3. Cell line: CCRF-CEM. Drug 1: CS(=O)(=O)C1=CC(=C(C=C1)C(=O)NC2=CC(=C(C=C2)Cl)C3=CC=CC=N3)Cl. (4) Drug 1: CC1OCC2C(O1)C(C(C(O2)OC3C4COC(=O)C4C(C5=CC6=C(C=C35)OCO6)C7=CC(=C(C(=C7)OC)O)OC)O)O. Drug 2: C1C(C(OC1N2C=NC3=C2NC=NCC3O)CO)O. Cell line: HCT116. Synergy scores: CSS=43.0, Synergy_ZIP=-5.12, Synergy_Bliss=-6.39, Synergy_Loewe=-20.9, Synergy_HSA=-4.68. (5) Drug 1: CC(CN1CC(=O)NC(=O)C1)N2CC(=O)NC(=O)C2. Drug 2: CC12CCC3C(C1CCC2OP(=O)(O)O)CCC4=C3C=CC(=C4)OC(=O)N(CCCl)CCCl.[Na+]. Cell line: SNB-19. Synergy scores: CSS=9.33, Synergy_ZIP=-4.18, Synergy_Bliss=-4.14, Synergy_Loewe=-7.59, Synergy_HSA=-3.44. (6) Synergy scores: CSS=11.2, Synergy_ZIP=-3.52, Synergy_Bliss=-0.0319, Synergy_Loewe=-7.22, Synergy_HSA=-3.25. Drug 2: CC1=C(N=C(N=C1N)C(CC(=O)N)NCC(C(=O)N)N)C(=O)NC(C(C2=CN=CN2)OC3C(C(C(C(O3)CO)O)O)OC4C(C(C(C(O4)CO)O)OC(=O)N)O)C(=O)NC(C)C(C(C)C(=O)NC(C(C)O)C(=O)NCCC5=NC(=CS5)C6=NC(=CS6)C(=O)NCCC[S+](C)C)O. Drug 1: C1CN1P(=S)(N2CC2)N3CC3. Cell line: MCF7. (7) Drug 1: C#CCC(CC1=CN=C2C(=N1)C(=NC(=N2)N)N)C3=CC=C(C=C3)C(=O)NC(CCC(=O)O)C(=O)O. Drug 2: C1CCC(C(C1)N)N.C(=O)(C(=O)[O-])[O-].[Pt+4]. Cell line: MCF7. Synergy scores: CSS=29.2, Synergy_ZIP=-7.32, Synergy_Bliss=0.678, Synergy_Loewe=-1.38, Synergy_HSA=-1.40. (8) Drug 1: C1=CN(C=N1)CC(O)(P(=O)(O)O)P(=O)(O)O. Drug 2: C1=NNC2=C1C(=O)NC=N2. Cell line: HT29. Synergy scores: CSS=4.27, Synergy_ZIP=-0.293, Synergy_Bliss=0.0722, Synergy_Loewe=1.86, Synergy_HSA=0.257. (9) Drug 1: CC(C1=C(C=CC(=C1Cl)F)Cl)OC2=C(N=CC(=C2)C3=CN(N=C3)C4CCNCC4)N. Drug 2: C1C(C(OC1N2C=NC3=C2NC=NCC3O)CO)O. Cell line: SF-268. Synergy scores: CSS=11.2, Synergy_ZIP=3.98, Synergy_Bliss=7.34, Synergy_Loewe=0.594, Synergy_HSA=4.16.